The task is: Predict the reaction yield, written as a fraction of the theoretical maximum amount of product (1.0 means a 100% yield; for example, 0.34 means a 34% yield).. This data is from Reaction yield outcomes from USPTO patents with 853,638 reactions. (1) The reactants are [CH2:1]([O:8][C:9]1[CH:14]=[CH:13][C:12](Br)=[C:11]([O:16][CH3:17])[CH:10]=1)[C:2]1[CH:7]=[CH:6][CH:5]=[CH:4][CH:3]=1.[Li]CCCC.[Si:23]([O:30][CH2:31][C:32]1[N:33]([C:37]2[CH:41]=[CH:40][N:39]([S:42]([C:45]3[CH:51]=[CH:50][C:48]([CH3:49])=[CH:47][CH:46]=3)(=[O:44])=[O:43])[C:38]=2[CH:52]=[O:53])[CH:34]=[CH:35][CH:36]=1)([C:26]([CH3:29])([CH3:28])[CH3:27])([CH3:25])[CH3:24]. The catalyst is C1COCC1. The product is [CH2:1]([O:8][C:9]1[CH:14]=[CH:13][C:12]([CH:52]([C:38]2[N:39]([S:42]([C:45]3[CH:46]=[CH:47][C:48]([CH3:49])=[CH:50][CH:51]=3)(=[O:43])=[O:44])[CH:40]=[CH:41][C:37]=2[N:33]2[CH:34]=[CH:35][CH:36]=[C:32]2[CH2:31][O:30][Si:23]([C:26]([CH3:29])([CH3:28])[CH3:27])([CH3:25])[CH3:24])[OH:53])=[C:11]([O:16][CH3:17])[CH:10]=1)[C:2]1[CH:7]=[CH:6][CH:5]=[CH:4][CH:3]=1. The yield is 0.900. (2) The reactants are [CH3:1][Si](C=[N+]=[N-])(C)C.[OH:8][C:9]1[C:14]2[CH2:15][O:16][C@:17]3([CH3:29])[C@H:21]([C:13]=2[CH:12]=[CH:11][CH:10]=1)[CH2:20][N:19]([C:22]([O:24][C:25]([CH3:28])([CH3:27])[CH3:26])=[O:23])[CH2:18]3.CCN(C(C)C)C(C)C. The catalyst is CO.C(#N)C. The product is [CH3:1][O:8][C:9]1[C:14]2[CH2:15][O:16][C@:17]3([CH3:29])[C@H:21]([C:13]=2[CH:12]=[CH:11][CH:10]=1)[CH2:20][N:19]([C:22]([O:24][C:25]([CH3:28])([CH3:27])[CH3:26])=[O:23])[CH2:18]3. The yield is 0.370. (3) The reactants are C(OC(=O)[NH:7][CH:8]1[CH2:13][CH2:12][N:11]([S:14]([C:17]2[CH:22]=[CH:21][C:20]([N:23]([CH3:32])[C:24]([CH:26]3[CH2:31][CH2:30][O:29][CH2:28][CH2:27]3)=[O:25])=[CH:19][CH:18]=2)(=[O:16])=[O:15])[CH2:10][CH2:9]1)(C)(C)C.Cl. The catalyst is O1CCOCC1. The product is [NH2:7][CH:8]1[CH2:9][CH2:10][N:11]([S:14]([C:17]2[CH:18]=[CH:19][C:20]([N:23]([CH3:32])[C:24]([CH:26]3[CH2:31][CH2:30][O:29][CH2:28][CH2:27]3)=[O:25])=[CH:21][CH:22]=2)(=[O:15])=[O:16])[CH2:12][CH2:13]1. The yield is 1.00. (4) The reactants are O.[OH-].[Li+].C[O:5][C:6]([C:8]1[C:13]([NH2:14])=[N:12][C:11]([NH2:15])=[CH:10][N:9]=1)=[O:7].O1CCCC1.[OH-].[Na+]. The catalyst is O.CO. The product is [NH2:14][C:13]1[C:8]([C:6]([OH:7])=[O:5])=[N:9][CH:10]=[C:11]([NH2:15])[N:12]=1. The yield is 0.360.